This data is from Reaction yield outcomes from USPTO patents with 853,638 reactions. The task is: Predict the reaction yield, written as a fraction of the theoretical maximum amount of product (1.0 means a 100% yield; for example, 0.34 means a 34% yield). The reactants are [Cl:1][C:2]1[CH:7]=[CH:6][C:5]([CH2:8][C:9]([C:11]2[CH:16]=[CH:15][N:14]=[CH:13][CH:12]=2)=[O:10])=[CH:4][CH:3]=1.CO[CH:19](OC)[N:20]([CH3:22])[CH3:21]. The catalyst is C1(C)C=CC=CC=1. The product is [Cl:1][C:2]1[CH:7]=[CH:6][C:5]([C:8](=[CH:19][N:20]([CH3:22])[CH3:21])[C:9]([C:11]2[CH:16]=[CH:15][N:14]=[CH:13][CH:12]=2)=[O:10])=[CH:4][CH:3]=1. The yield is 0.950.